Dataset: Full USPTO retrosynthesis dataset with 1.9M reactions from patents (1976-2016). Task: Predict the reactants needed to synthesize the given product. (1) Given the product [ClH:20].[Cl:20][C:21]1[CH:26]=[CH:25][C:24]([C:2]2[CH:3]=[N:4][CH:5]=[C:6]([CH2:8][N:9]3[CH:13]=[CH:12][N:11]=[C:10]3[CH3:14])[CH:7]=2)=[CH:23][CH:22]=1, predict the reactants needed to synthesize it. The reactants are: Br[C:2]1[CH:3]=[N:4][CH:5]=[C:6]([CH2:8][N:9]2[CH:13]=[CH:12][N:11]=[C:10]2[CH3:14])[CH:7]=1.CC([O-])=O.[K+].[Cl:20][C:21]1[CH:26]=[CH:25][C:24](B(O)O)=[CH:23][CH:22]=1.C([O-])([O-])=O.[Na+].[Na+].CCO. (2) Given the product [Cl:1][C:2]1[CH:3]=[C:4]([NH:9][CH2:19][C:20]2[NH:21][NH:22][C:23](=[O:25])[CH:24]=2)[CH:5]=[C:6]([Cl:8])[CH:7]=1, predict the reactants needed to synthesize it. The reactants are: [Cl:1][C:2]1[CH:3]=[C:4]([N:9]([CH2:19][C:20]2[NH:21][NH:22][C:23](=[O:25])[CH:24]=2)S(C2C=CC=CC=2)(=O)=O)[CH:5]=[C:6]([Cl:8])[CH:7]=1.OC1C=CC(C(O)=O)=CC=1.Br. (3) Given the product [C:21]([N:17]1[CH2:16][C@@H:15]2[CH2:20][C@H:18]1[CH2:19][N:14]2[C:12]1[N:11]2[CH:25]=[CH:26][N:27]=[C:10]2[CH:9]=[C:8]([C:6]2[CH:5]=[CH:4][N:3]=[C:2]([NH:36][C@H:29]([C:30]3[CH:35]=[CH:34][CH:33]=[CH:32][CH:31]=3)[CH3:28])[CH:7]=2)[N:13]=1)([CH3:24])([CH3:23])[CH3:22], predict the reactants needed to synthesize it. The reactants are: Cl[C:2]1[CH:7]=[C:6]([C:8]2[N:13]=[C:12]([N:14]3[CH2:19][C@@H:18]4[CH2:20][C@H:15]3[CH2:16][N:17]4[C:21]([CH3:24])([CH3:23])[CH3:22])[N:11]3[CH:25]=[CH:26][N:27]=[C:10]3[CH:9]=2)[CH:5]=[CH:4][N:3]=1.[CH3:28][C@H:29]([NH2:36])[C:30]1[CH:35]=[CH:34][CH:33]=[CH:32][CH:31]=1.C1C=CC(P(C2C(C3C(P(C4C=CC=CC=4)C4C=CC=CC=4)=CC=C4C=3C=CC=C4)=C3C(C=CC=C3)=CC=2)C2C=CC=CC=2)=CC=1.CC([O-])(C)C.[Na+].